Dataset: Catalyst prediction with 721,799 reactions and 888 catalyst types from USPTO. Task: Predict which catalyst facilitates the given reaction. (1) Reactant: [S:1]1[CH:5]=[CH:4][CH:3]=[C:2]1[CH:6]=O.[F:8][C:9]1[CH:10]=[C:11]2[C:15](=[CH:16][C:17]=1[F:18])[NH:14][C:13]([C:19]1[CH:20]=[CH:21][C:22]([O:26][CH3:27])=[C:23]([NH2:25])[CH:24]=1)=[CH:12]2.C(O)(=O)C.C(O[BH-](OC(=O)C)OC(=O)C)(=O)C.[Na+].C(=O)(O)[O-].[Na+]. Product: [F:8][C:9]1[CH:10]=[C:11]2[C:15](=[CH:16][C:17]=1[F:18])[NH:14][C:13]([C:19]1[CH:20]=[CH:21][C:22]([O:26][CH3:27])=[C:23]([NH:25][CH2:6][C:2]3[S:1][CH:5]=[CH:4][CH:3]=3)[CH:24]=1)=[CH:12]2. The catalyst class is: 2. (2) Reactant: [CH2:1]([O:5][C:6]([C:8]1[N:9]=[CH:10][C:11]2[C:16]([C:17]=1[OH:18])=[CH:15][C:14]([S:19]([C:22]1[CH:27]=[CH:26][CH:25]=[CH:24][CH:23]=1)(=[O:21])=[O:20])=[CH:13][CH:12]=2)=[O:7])[CH2:2][CH2:3][CH3:4].C(OOC(=O)C1C=CC=CC=1)(=O)C1C=CC=CC=1.[Br:46]N1C(=O)CCC1=O. Product: [CH2:1]([O:5][C:6]([C:8]1[N:9]=[C:10]([Br:46])[C:11]2[C:16]([C:17]=1[OH:18])=[CH:15][C:14]([S:19]([C:22]1[CH:27]=[CH:26][CH:25]=[CH:24][CH:23]=1)(=[O:21])=[O:20])=[CH:13][CH:12]=2)=[O:7])[CH2:2][CH2:3][CH3:4]. The catalyst class is: 48. (3) Reactant: Cl[C:2]([O:4][CH2:5][Cl:6])=[O:3].[CH3:7][CH:8]([OH:10])[CH3:9].N1C=CC=CC=1. Product: [C:2](=[O:3])([O:10][CH:8]([CH3:9])[CH3:7])[O:4][CH2:5][Cl:6]. The catalyst class is: 2.